This data is from Full USPTO retrosynthesis dataset with 1.9M reactions from patents (1976-2016). The task is: Predict the reactants needed to synthesize the given product. (1) Given the product [C:1]([O:5][C:6]([NH:8][C@@H:9]([C@H:22]([CH3:30])[CH2:23][CH:24]([CH3:29])[CH2:25][CH2:26][CH:27]=[CH2:28])[C:10]([N:12]1[CH2:16][C@H:15]([OH:17])[CH2:14][C@H:13]1[C:18]([OH:20])=[O:19])=[O:11])=[O:7])([CH3:4])([CH3:3])[CH3:2], predict the reactants needed to synthesize it. The reactants are: [C:1]([O:5][C:6]([NH:8][C@@H:9]([C@H:22]([CH3:30])[CH2:23][CH:24]([CH3:29])[CH2:25][CH2:26][CH:27]=[CH2:28])[C:10]([N:12]1[CH2:16][C@H:15]([OH:17])[CH2:14][C@H:13]1[C:18]([O:20]C)=[O:19])=[O:11])=[O:7])([CH3:4])([CH3:3])[CH3:2].CO.[Li+].[OH-]. (2) Given the product [NH2:25][C:26]1[C:27]2[C:34]([C:12]3[CH:13]=[CH:14][CH:15]=[C:10]([O:9][CH2:8][C:1]45[O:7][CH:4]([CH2:3][CH2:2]4)[CH2:5][CH2:6]5)[CH:11]=3)=[CH:33][N:32]([CH:36]3[CH2:37][CH:38]([CH2:40][OH:41])[CH2:39]3)[C:28]=2[N:29]=[CH:30][N:31]=1, predict the reactants needed to synthesize it. The reactants are: [C:1]12([CH2:8][O:9][C:10]3[CH:11]=[C:12](B4OC(C)(C)C(C)(C)O4)[CH:13]=[CH:14][CH:15]=3)[O:7][CH:4]([CH2:5][CH2:6]1)[CH2:3][CH2:2]2.[NH2:25][C:26]1[C:27]2[C:34](I)=[CH:33][N:32]([C@@H:36]3[CH2:39][C@H:38]([CH2:40][OH:41])[CH2:37]3)[C:28]=2[N:29]=[CH:30][N:31]=1.C(=O)([O-])[O-].[Na+].[Na+]. (3) Given the product [CH3:24][C:23]([N+:20]([O-:22])=[O:21])([CH3:25])[CH2:5][C:6]1[C:14]2[C:9](=[N:10][CH:11]=[CH:12][CH:13]=2)[NH:8][CH:7]=1, predict the reactants needed to synthesize it. The reactants are: I.CN([CH2:5][C:6]1[C:14]2[C:9](=[N:10][CH:11]=[CH:12][CH:13]=2)[NH:8][CH:7]=1)C.CI.C[O-].[Na+].[N+:20]([CH:23]([CH3:25])[CH3:24])([O-:22])=[O:21]. (4) Given the product [NH:24]1[CH2:25][CH2:26][CH:21]([NH:20][C:19]2[C:14]3[CH:13]=[CH:12][N:11]([S:1]([C:4]4[CH:10]=[CH:9][C:7]([CH3:8])=[CH:6][CH:5]=4)(=[O:3])=[O:2])[C:15]=3[N:16]=[CH:17][N:18]=2)[CH2:22][CH2:23]1, predict the reactants needed to synthesize it. The reactants are: [S:1]([N:11]1[C:15]2[N:16]=[CH:17][N:18]=[C:19]([NH:20][CH:21]3[CH2:26][CH2:25][N:24](C(OC(C)(C)C)=O)[CH2:23][CH2:22]3)[C:14]=2[CH:13]=[CH:12]1)([C:4]1[CH:10]=[CH:9][C:7]([CH3:8])=[CH:6][CH:5]=1)(=[O:3])=[O:2].Cl.CO. (5) Given the product [CH3:19][O:3][CH2:4][C:5]1([CH3:18])[CH2:10][CH2:9][CH2:8][N:7]([C:11]([O:13][C:14]([CH3:17])([CH3:16])[CH3:15])=[O:12])[CH2:6]1, predict the reactants needed to synthesize it. The reactants are: [H-].[Na+].[OH:3][CH2:4][C:5]1([CH3:18])[CH2:10][CH2:9][CH2:8][N:7]([C:11]([O:13][C:14]([CH3:17])([CH3:16])[CH3:15])=[O:12])[CH2:6]1.[CH3:19]I.[Cl-].[NH4+]. (6) Given the product [F:1][C:2]1[CH:18]=[CH:17][C:5]([C:6]([NH:8][S:9]([N:12]([CH:14]([CH3:15])[CH3:16])[CH3:13])(=[O:11])=[O:10])=[O:7])=[CH:4][C:3]=1[NH2:19], predict the reactants needed to synthesize it. The reactants are: [F:1][C:2]1[CH:18]=[CH:17][C:5]([C:6]([NH:8][S:9]([N:12]([CH:14]([CH3:16])[CH3:15])[CH3:13])(=[O:11])=[O:10])=[O:7])=[CH:4][C:3]=1[N+:19]([O-])=O.[H][H]. (7) Given the product [NH2:18][C:16]1[S:17][C:3]2[CH2:4][CH2:5][N:6]([C:9]([CH:11]3[CH2:13][CH2:12]3)=[O:10])[CH2:7][CH2:8][C:2]=2[N:15]=1, predict the reactants needed to synthesize it. The reactants are: Br[CH:2]1[CH2:8][CH2:7][N:6]([C:9]([CH:11]2[CH2:13][CH2:12]2)=[O:10])[CH2:5][CH2:4][C:3]1=O.[NH2:15][C:16]([NH2:18])=[S:17]. (8) Given the product [F:1][C@H:2]1[CH2:18][CH:17]2[C@:9]([F:28])([C@@H:10]([OH:27])[CH2:11][C@@:12]3([CH3:26])[CH:16]2[CH2:15][CH:14]=[C:13]3[C:19](=[O:25])[CH2:20][OH:21])[C@:8]2([CH3:29])[C:3]1=[CH:4][C:5](=[O:30])[CH:6]=[CH:7]2, predict the reactants needed to synthesize it. The reactants are: [F:1][C@H:2]1[CH2:18][CH:17]2[C@:9]([F:28])([C@@H:10]([OH:27])[CH2:11][C@@:12]3([CH3:26])[CH:16]2[CH2:15][CH:14]=[C:13]3[C:19](=[O:25])[CH2:20][O:21]C(=O)C)[C@:8]2([CH3:29])[C:3]1=[CH:4][C:5](=[O:30])[CH:6]=[CH:7]2.